This data is from Catalyst prediction with 721,799 reactions and 888 catalyst types from USPTO. The task is: Predict which catalyst facilitates the given reaction. (1) Reactant: [F:1][C:2]1[CH:7]=[CH:6][C:5]([C@@H:8]2[CH2:13][CH:12]=[CH:11][CH2:10][C@H:9]2[C:14]([OH:16])=[O:15])=[CH:4][CH:3]=1. Product: [F:1][C:2]1[CH:3]=[CH:4][C:5]([C@@H:8]2[CH2:13][CH2:12][CH2:11][CH2:10][C@H:9]2[C:14]([OH:16])=[O:15])=[CH:6][CH:7]=1. The catalyst class is: 19. (2) Reactant: [CH:1]1([CH:4]([C:11]2[CH:16]=[CH:15][CH:14]=[C:13]([CH2:17][O:18][C:19]3[CH:24]=[CH:23][C:22]([C:25]4[CH:30]=[C:29]([O:31][CH3:32])[CH:28]=[CH:27][C:26]=4[F:33])=[C:21]([O:34][CH2:35][C:36]([CH3:39])([CH3:38])[CH3:37])[CH:20]=3)[CH:12]=2)[CH2:5][C:6]([O:8]CC)=[O:7])[CH2:3][CH2:2]1.[OH-].[Na+].Cl. Product: [CH:1]1([CH:4]([C:11]2[CH:16]=[CH:15][CH:14]=[C:13]([CH2:17][O:18][C:19]3[CH:24]=[CH:23][C:22]([C:25]4[CH:30]=[C:29]([O:31][CH3:32])[CH:28]=[CH:27][C:26]=4[F:33])=[C:21]([O:34][CH2:35][C:36]([CH3:39])([CH3:38])[CH3:37])[CH:20]=3)[CH:12]=2)[CH2:5][C:6]([OH:8])=[O:7])[CH2:2][CH2:3]1. The catalyst class is: 8.